This data is from Full USPTO retrosynthesis dataset with 1.9M reactions from patents (1976-2016). The task is: Predict the reactants needed to synthesize the given product. (1) Given the product [F:21][C:20]1[C:11]([C:10]2[N:9]=[C:8]([S:28][C:30]3[S:31][CH:32]=[N:33][N:34]=3)[N:4]3[CH:5]=[CH:6][N:7]=[C:2]([NH2:1])[C:3]=23)=[CH:12][CH:13]=[C:14]2[C:19]=1[N:18]=[C:17]([C:22]1[CH:27]=[CH:26][CH:25]=[CH:24][CH:23]=1)[CH:16]=[CH:15]2, predict the reactants needed to synthesize it. The reactants are: [NH2:1][C:2]1[C:3]2[N:4]([C:8](=[S:28])[NH:9][C:10]=2[C:11]2[C:20]([F:21])=[C:19]3[C:14]([CH:15]=[CH:16][C:17]([C:22]4[CH:27]=[CH:26][CH:25]=[CH:24][CH:23]=4)=[N:18]3)=[CH:13][CH:12]=2)[CH:5]=[CH:6][N:7]=1.Br[C:30]1[S:31][CH:32]=[N:33][N:34]=1.C(=O)([O-])[O-].[K+].[K+].CN(C=O)C. (2) Given the product [Br:40][C:41]1[CH:42]=[C:43]([CH2:47][CH:48]2[C:53](=[O:54])[CH:52]3[CH2:55][CH2:56][N:49]2[CH2:50][CH2:51]3)[CH:44]=[N:45][CH:46]=1, predict the reactants needed to synthesize it. The reactants are: BrC1C=C(CC2CC3CCN2CC3)C=NC=1.BrC1C=C(C=O)C=NC=1.Cl.N12CCC(CC1)C(=O)C2.[OH-].[K+].[C].[C].[Br:40][C:41]1[CH:42]=[C:43]([CH:47]=[C:48]2[C:53](=[O:54])[CH:52]3[CH2:55][CH2:56][N:49]2[CH2:50][CH2:51]3)[CH:44]=[N:45][CH:46]=1.C([BH-](C(CC)C)C(CC)C)(CC)C.[Li+].C([BH-](C(CC)C)C(CC)C)(CC)C.[K+].[BH4-].[Na+]. (3) The reactants are: N1C=CC=CC=1.[CH3:7][O:8][C:9](=[O:36])[CH2:10][C:11]1[CH:16]=[C:15]([OH:17])[CH:14]=[C:13]([O:18][Si:19]([C:32]([CH3:35])([CH3:34])[CH3:33])([C:26]2[CH:31]=[CH:30][CH:29]=[CH:28][CH:27]=2)[C:20]2[CH:25]=[CH:24][CH:23]=[CH:22][CH:21]=2)[CH:12]=1.[F:37][C:38]([F:51])([F:50])[S:39](O[S:39]([C:38]([F:51])([F:50])[F:37])(=[O:41])=[O:40])(=[O:41])=[O:40]. Given the product [CH3:7][O:8][C:9](=[O:36])[CH2:10][C:11]1[CH:16]=[C:15]([O:17][S:39]([C:38]([F:51])([F:50])[F:37])(=[O:41])=[O:40])[CH:14]=[C:13]([O:18][Si:19]([C:32]([CH3:33])([CH3:35])[CH3:34])([C:26]2[CH:31]=[CH:30][CH:29]=[CH:28][CH:27]=2)[C:20]2[CH:25]=[CH:24][CH:23]=[CH:22][CH:21]=2)[CH:12]=1, predict the reactants needed to synthesize it. (4) Given the product [Br:1][C:2]1[CH:7]=[C:6]([NH:8][C@@H:9]([CH3:13])[C:10](=[O:12])[CH3:11])[C:5]([N+:14]([O-:16])=[O:15])=[CH:4][N:3]=1, predict the reactants needed to synthesize it. The reactants are: [Br:1][C:2]1[CH:7]=[C:6]([NH:8][C@@H:9]([CH3:13])[CH:10]([OH:12])[CH3:11])[C:5]([N+:14]([O-:16])=[O:15])=[CH:4][N:3]=1.CC(OI1(OC(C)=O)(OC(C)=O)OC(=O)C2C=CC=CC1=2)=O. (5) The reactants are: [Cl:1][CH2:2][C:3]([NH:5][C:6]1[CH:11]=[C:10]([C:12]2[S:13][CH:14]=[CH:15][N:16]=2)[N:9]=[C:8]([C:17]2[O:18][C:19](C)=[CH:20][CH:21]=2)[N:7]=1)=[O:4].O1C=CC=C1C(N)=N. Given the product [Cl:1][CH2:2][C:3]([NH:5][C:6]1[CH:11]=[C:10]([C:12]2[S:13][CH:14]=[CH:15][N:16]=2)[N:9]=[C:8]([C:17]2[O:18][CH:19]=[CH:20][CH:21]=2)[N:7]=1)=[O:4], predict the reactants needed to synthesize it. (6) Given the product [Cl:28][C:17]1[N:16]([CH:13]2[CH2:14][CH2:15][N:10]([C:2]3([CH3:1])[CH2:9][CH2:8][CH2:7][CH2:6][CH2:5][CH2:4][CH2:3]3)[CH2:11][CH2:12]2)[C:20]2[CH:21]=[CH:22][CH:23]=[CH:24][C:19]=2[N:18]=1, predict the reactants needed to synthesize it. The reactants are: [CH3:1][C:2]1([N:10]2[CH2:15][CH2:14][CH:13]([N:16]3[C:20]4[CH:21]=[CH:22][CH:23]=[CH:24][C:19]=4[NH:18][C:17]3=O)[CH2:12][CH2:11]2)[CH2:9][CH2:8][CH2:7][CH2:6][CH2:5][CH2:4][CH2:3]1.P(Cl)(Cl)([Cl:28])=O.N. (7) Given the product [CH2:1]([O:3][C:4](=[O:35])[C:5]([O:8][C:9]1[CH:10]=[C:11]2[CH:17]=[C:16]([CH:18]([C:25]3[CH:26]=[CH:27][C:28]([S:31]([CH3:34])(=[O:33])=[O:32])=[CH:29][CH:30]=3)[CH2:19][CH:20]3[CH2:24][CH2:23][CH2:22][CH2:21]3)[NH:15][C:12]2=[N:13][CH:14]=1)([CH3:7])[CH3:6])[CH3:2], predict the reactants needed to synthesize it. The reactants are: [CH2:1]([O:3][C:4](=[O:35])[C:5]([O:8][C:9]1[CH:10]=[C:11]2[CH:17]=[C:16]([C:18]([C:25]3[CH:30]=[CH:29][C:28]([S:31]([CH3:34])(=[O:33])=[O:32])=[CH:27][CH:26]=3)=[CH:19][CH:20]3[CH2:24][CH2:23][CH2:22][CH2:21]3)[NH:15][C:12]2=[N:13][CH:14]=1)([CH3:7])[CH3:6])[CH3:2]. (8) Given the product [CH2:1]([O:3][C:4]([C:6]1[O:7][C:8]2[C:14]([CH3:15])=[CH:13][C:12]([C:16]([C:19]3[CH:24]=[CH:23][C:22]([O:25][CH2:30][C:31](=[O:36])[C:32]([CH3:35])([CH3:34])[CH3:33])=[C:21]([CH3:26])[CH:20]=3)([CH2:27][CH3:28])[CH2:17][CH3:18])=[CH:11][C:9]=2[CH:10]=1)=[O:5])[CH3:2], predict the reactants needed to synthesize it. The reactants are: [CH2:1]([O:3][C:4]([C:6]1[O:7][C:8]2[C:14]([CH3:15])=[CH:13][C:12]([C:16]([CH2:27][CH3:28])([C:19]3[CH:24]=[CH:23][C:22]([OH:25])=[C:21]([CH3:26])[CH:20]=3)[CH2:17][CH3:18])=[CH:11][C:9]=2[CH:10]=1)=[O:5])[CH3:2].Br[CH2:30][C:31](=[O:36])[C:32]([CH3:35])([CH3:34])[CH3:33].C([O-])([O-])=O.[K+].[K+].